This data is from Peptide-MHC class I binding affinity with 185,985 pairs from IEDB/IMGT. The task is: Regression. Given a peptide amino acid sequence and an MHC pseudo amino acid sequence, predict their binding affinity value. This is MHC class I binding data. (1) The peptide sequence is YIVGYYSAL. The MHC is HLA-A02:01 with pseudo-sequence HLA-A02:01. The binding affinity (normalized) is 0.936. (2) The peptide sequence is LFLSFCSLF. The MHC is HLA-A11:01 with pseudo-sequence HLA-A11:01. The binding affinity (normalized) is 0.0847.